Task: Predict the reaction yield, written as a fraction of the theoretical maximum amount of product (1.0 means a 100% yield; for example, 0.34 means a 34% yield).. Dataset: Reaction yield outcomes from USPTO patents with 853,638 reactions (1) The reactants are [C:1]([C:5]1[NH:6][C:7]2[C:12]([CH:13]=1)=[CH:11][CH:10]=[C:9]([N+:14]([O-])=O)[CH:8]=2)([CH3:4])([CH3:3])[CH3:2]. The catalyst is CO.[Ni]. The product is [C:1]([C:5]1[NH:6][C:7]2[C:12]([CH:13]=1)=[CH:11][CH:10]=[C:9]([NH2:14])[CH:8]=2)([CH3:4])([CH3:2])[CH3:3]. The yield is 0.890. (2) The reactants are [CH3:1][O:2][C:3]([C:5]1[S:6][C:7]([C:11]2[CH:16]=[CH:15][CH:14]=[CH:13][CH:12]=2)=[CH:8][C:9]=1[NH2:10])=[O:4].[CH:17]([CH:19]1[CH2:24][CH2:23][N:22]([C:25]([O:27][CH2:28][C:29]2[CH:34]=[CH:33][CH:32]=[CH:31][CH:30]=2)=[O:26])[CH2:21][CH2:20]1)=O.C([Sn](Cl)(Cl)CCCC)CCC.C1([SiH3])C=CC=CC=1. The catalyst is C1COCC1.CCOC(C)=O. The product is [CH2:28]([O:27][C:25]([N:22]1[CH2:23][CH2:24][CH:19]([CH2:17][NH:10][C:9]2[CH:8]=[C:7]([C:11]3[CH:16]=[CH:15][CH:14]=[CH:13][CH:12]=3)[S:6][C:5]=2[C:3]([O:2][CH3:1])=[O:4])[CH2:20][CH2:21]1)=[O:26])[C:29]1[CH:30]=[CH:31][CH:32]=[CH:33][CH:34]=1. The yield is 0.500. (3) The reactants are [CH2:1]([O:3][C:4]([C:6]1[S:10][C:9]([C:11]2[CH:16]=[CH:15][C:14]([O:17]C)=[CH:13][CH:12]=2)=[N:8][C:7]=1[CH3:19])=[O:5])[CH3:2].B(Br)(Br)Br. The catalyst is ClCCl. The product is [CH2:1]([O:3][C:4]([C:6]1[S:10][C:9]([C:11]2[CH:12]=[CH:13][C:14]([OH:17])=[CH:15][CH:16]=2)=[N:8][C:7]=1[CH3:19])=[O:5])[CH3:2]. The yield is 0.950.